Dataset: Buchwald-Hartwig C-N cross coupling reaction yields with 55,370 reactions. Task: Predict the reaction yield, written as a fraction of the theoretical maximum amount of product (1.0 means a 100% yield; for example, 0.34 means a 34% yield). (1) The reactants are CCc1ccc(Br)cc1.Cc1ccc(N)cc1.O=S(=O)(O[Pd]1c2ccccc2-c2ccccc2N~1)C(F)(F)F.COc1ccc(OC)c(P(C(C)(C)C)C(C)(C)C)c1-c1c(C(C)C)cc(C(C)C)cc1C(C)C.CCN=P(N=P(N(C)C)(N(C)C)N(C)C)(N(C)C)N(C)C.CCOC(=O)c1cnoc1C. No catalyst specified. The product is CCc1ccc(Nc2ccc(C)cc2)cc1. The yield is 0.237. (2) The reactants are Brc1cccnc1.Cc1ccc(N)cc1.O=S(=O)(O[Pd]1c2ccccc2-c2ccccc2N~1)C(F)(F)F.COc1ccc(OC)c(P([C@]23C[C@H]4C[C@H](C[C@H](C4)C2)C3)[C@]23C[C@H]4C[C@H](C[C@H](C4)C2)C3)c1-c1c(C(C)C)cc(C(C)C)cc1C(C)C.CN(C)C(=NC(C)(C)C)N(C)C.Cc1ccno1. No catalyst specified. The product is Cc1ccc(Nc2cccnc2)cc1. The yield is 0.438. (3) The reactants are Brc1ccccn1.Cc1ccc(N)cc1.O=S(=O)(O[Pd]1c2ccccc2-c2ccccc2N~1)C(F)(F)F.COc1ccc(OC)c(P([C@]23C[C@H]4C[C@H](C[C@H](C4)C2)C3)[C@]23C[C@H]4C[C@H](C[C@H](C4)C2)C3)c1-c1c(C(C)C)cc(C(C)C)cc1C(C)C.CN1CCCN2CCCN=C12.COC(=O)c1ccno1. No catalyst specified. The product is Cc1ccc(Nc2ccccn2)cc1. The yield is 0.356. (4) The reactants are Brc1cccnc1.Cc1ccc(N)cc1.O=S(=O)(O[Pd]1c2ccccc2-c2ccccc2N~1)C(F)(F)F.COc1ccc(OC)c(P([C@]23C[C@H]4C[C@H](C[C@H](C4)C2)C3)[C@]23C[C@H]4C[C@H](C[C@H](C4)C2)C3)c1-c1c(C(C)C)cc(C(C)C)cc1C(C)C.CCN=P(N=P(N(C)C)(N(C)C)N(C)C)(N(C)C)N(C)C.CCOC(=O)c1cc(OC)no1. No catalyst specified. The product is Cc1ccc(Nc2cccnc2)cc1. The yield is 0.479. (5) The reactants are FC(F)(F)c1ccc(I)cc1.Cc1ccc(N)cc1.O=S(=O)(O[Pd]1c2ccccc2-c2ccccc2N~1)C(F)(F)F.COc1ccc(OC)c(P(C(C)(C)C)C(C)(C)C)c1-c1c(C(C)C)cc(C(C)C)cc1C(C)C.CN1CCCN2CCCN=C12.COC(=O)c1ccno1. No catalyst specified. The product is Cc1ccc(Nc2ccc(C(F)(F)F)cc2)cc1. The yield is 0.471. (6) The reactants are COc1ccc(Br)cc1.Cc1ccc(N)cc1.O=S(=O)(O[Pd]1c2ccccc2-c2ccccc2N~1)C(F)(F)F.CC(C)c1cc(C(C)C)c(-c2ccccc2P(C2CCCCC2)C2CCCCC2)c(C(C)C)c1.CCN=P(N=P(N(C)C)(N(C)C)N(C)C)(N(C)C)N(C)C.CCOC(=O)c1ccon1. No catalyst specified. The product is COc1ccc(Nc2ccc(C)cc2)cc1. The yield is 0. (7) The reactants are FC(F)(F)c1ccc(Br)cc1.Cc1ccc(N)cc1.O=S(=O)(O[Pd]1c2ccccc2-c2ccccc2N~1)C(F)(F)F.CC(C)c1cc(C(C)C)c(-c2ccccc2P(C(C)(C)C)C(C)(C)C)c(C(C)C)c1.CCN=P(N=P(N(C)C)(N(C)C)N(C)C)(N(C)C)N(C)C.COC(=O)c1cc(-c2cccs2)on1. No catalyst specified. The product is Cc1ccc(Nc2ccc(C(F)(F)F)cc2)cc1. The yield is 0.405. (8) The product is CCc1ccc(Nc2ccc(C)cc2)cc1. No catalyst specified. The yield is 0.0524. The reactants are CCc1ccc(Cl)cc1.Cc1ccc(N)cc1.O=S(=O)(O[Pd]1c2ccccc2-c2ccccc2N~1)C(F)(F)F.CC(C)c1cc(C(C)C)c(-c2ccccc2P(C2CCCCC2)C2CCCCC2)c(C(C)C)c1.CN1CCCN2CCCN=C12.Cc1cc(-n2cccc2)no1. (9) The reactants are Ic1cccnc1.Cc1ccc(N)cc1.O=S(=O)(O[Pd]1c2ccccc2-c2ccccc2N~1)C(F)(F)F.CC(C)c1cc(C(C)C)c(-c2ccccc2P(C2CCCCC2)C2CCCCC2)c(C(C)C)c1.CCN=P(N=P(N(C)C)(N(C)C)N(C)C)(N(C)C)N(C)C.CCOC(=O)c1cc(C)on1. No catalyst specified. The product is Cc1ccc(Nc2cccnc2)cc1. The yield is 0.309. (10) The reactants are Ic1ccccn1.Cc1ccc(N)cc1.O=S(=O)(O[Pd]1c2ccccc2-c2ccccc2N~1)C(F)(F)F.COc1ccc(OC)c(P(C(C)(C)C)C(C)(C)C)c1-c1c(C(C)C)cc(C(C)C)cc1C(C)C.CN(C)C(=NC(C)(C)C)N(C)C.CCOC(=O)c1cnoc1. No catalyst specified. The product is Cc1ccc(Nc2ccccn2)cc1. The yield is 0.0263.